This data is from Full USPTO retrosynthesis dataset with 1.9M reactions from patents (1976-2016). The task is: Predict the reactants needed to synthesize the given product. (1) The reactants are: [CH2:1]([O:8][C:9]1[CH:16]=[C:15]([CH2:17][O:18][CH2:19][C:20]2[CH:25]=[CH:24][CH:23]=[CH:22][CH:21]=2)[CH:14]=[CH:13][C:10]=1[CH:11]=O)[C:2]1[CH:7]=[CH:6][CH:5]=[CH:4][CH:3]=1.[F:26][C:27]1[CH:33]=[CH:32][C:30]([NH2:31])=[CH:29][CH:28]=1. Given the product [CH2:1]([O:8][C:9]1[CH:16]=[C:15]([CH2:17][O:18][CH2:19][C:20]2[CH:25]=[CH:24][CH:23]=[CH:22][CH:21]=2)[CH:14]=[CH:13][C:10]=1[CH:11]=[N:31][C:30]1[CH:32]=[CH:33][C:27]([F:26])=[CH:28][CH:29]=1)[C:2]1[CH:7]=[CH:6][CH:5]=[CH:4][CH:3]=1, predict the reactants needed to synthesize it. (2) The reactants are: [CH2:1]([N:8]1[CH2:12][C@H:11]([C:13]2[CH:18]=[CH:17][C:16]([F:19])=[C:15]([Cl:20])[CH:14]=2)[C@@H:10]([C@@H:21]([OH:23])[CH3:22])[CH2:9]1)[C:2]1[CH:7]=[CH:6][CH:5]=[CH:4][CH:3]=1.[H-].[Na+].Cl[C:27]1[CH:34]=[CH:33][C:30]([C:31]#[N:32])=[CH:29][N:28]=1. Given the product [CH2:1]([N:8]1[CH2:12][C@H:11]([C:13]2[CH:18]=[CH:17][C:16]([F:19])=[C:15]([Cl:20])[CH:14]=2)[C@@H:10]([C@@H:21]([O:23][C:27]2[CH:34]=[CH:33][C:30]([C:31]#[N:32])=[CH:29][N:28]=2)[CH3:22])[CH2:9]1)[C:2]1[CH:3]=[CH:4][CH:5]=[CH:6][CH:7]=1, predict the reactants needed to synthesize it. (3) The reactants are: [Cl:1][C:2]1[CH:7]=[CH:6][C:5]([CH:8](O)[C:9]2[CH:10]=[N:11][N:12]([CH:19]([CH3:21])[CH3:20])[C:13]=2[C:14]([O:16][CH2:17][CH3:18])=[O:15])=[CH:4][CH:3]=1.[NH2:23][C:24]1[CH:25]=[C:26]([Cl:32])[C:27](=[O:31])[N:28]([CH3:30])[CH:29]=1. Given the product [Cl:32][C:26]1[C:27](=[O:31])[N:28]([CH3:30])[CH:29]=[C:24]([NH:23][CH:8]([C:5]2[CH:6]=[CH:7][C:2]([Cl:1])=[CH:3][CH:4]=2)[C:9]2[CH:10]=[N:11][N:12]([CH:19]([CH3:21])[CH3:20])[C:13]=2[C:14]([O:16][CH2:17][CH3:18])=[O:15])[CH:25]=1, predict the reactants needed to synthesize it. (4) The reactants are: Cl[C:2]1[C:3]([C:24]2[N:25]([CH:30]([CH3:32])[CH3:31])[C:26]([CH3:29])=[N:27][CH:28]=2)=[N:4][C:5]([NH:8][C:9]2[CH:22]=[CH:21][C:12]([C:13]([NH:15][CH2:16][CH2:17][N:18]([CH3:20])[CH3:19])=[O:14])=[C:11]([F:23])[CH:10]=2)=[N:6][CH:7]=1.[NH2:33][C:34]1N=C(C2N(C(C)C)C(C)=NC=2)C(C#N)=CN=1. Given the product [C:34]([C:2]1[C:3]([C:24]2[N:25]([CH:30]([CH3:32])[CH3:31])[C:26]([CH3:29])=[N:27][CH:28]=2)=[N:4][C:5]([NH:8][C:9]2[CH:22]=[CH:21][C:12]([C:13]([NH:15][CH2:16][CH2:17][N:18]([CH3:19])[CH3:20])=[O:14])=[C:11]([F:23])[CH:10]=2)=[N:6][CH:7]=1)#[N:33], predict the reactants needed to synthesize it. (5) Given the product [C:17]([O:20][C:21](=[O:22])[N:4]([CH:1]1[CH2:3][CH2:2]1)[CH2:5][CH2:6][C:7]1[CH:12]=[CH:11][C:10]([N+:13]([O-:15])=[O:14])=[CH:9][CH:8]=1)([CH3:19])([CH3:18])[CH3:16], predict the reactants needed to synthesize it. The reactants are: [CH:1]1([NH:4][CH2:5][CH2:6][C:7]2[CH:12]=[CH:11][C:10]([N+:13]([O-:15])=[O:14])=[CH:9][CH:8]=2)[CH2:3][CH2:2]1.[CH3:16][C:17]([O:20][C:21](O[C:21]([O:20][C:17]([CH3:19])([CH3:18])[CH3:16])=[O:22])=[O:22])([CH3:19])[CH3:18].C([O-])(O)=O.[Na+]. (6) The reactants are: [C:1]([C:5]1[N:10]=[C:9]([NH:11][C:12]2[CH:13]=[C:14]([NH:21][C@@H:22]3[CH2:27][CH2:26][CH2:25][CH2:24][C@@H:23]3[NH:28]C(=O)OC(C)(C)C)[N:15]=[N:16][C:17]=2[C:18](=[O:20])[NH2:19])[CH:8]=[CH:7][CH:6]=1)([CH3:4])([CH3:3])[CH3:2].C(O)(C(F)(F)F)=O.C(O)C. Given the product [NH2:28][C@H:23]1[CH2:24][CH2:25][CH2:26][CH2:27][C@H:22]1[NH:21][C:14]1[N:15]=[N:16][C:17]([C:18]([NH2:19])=[O:20])=[C:12]([NH:11][C:9]2[CH:8]=[CH:7][CH:6]=[C:5]([C:1]([CH3:4])([CH3:3])[CH3:2])[N:10]=2)[CH:13]=1, predict the reactants needed to synthesize it. (7) Given the product [Cl:4][C:5]1[CH:6]=[C:7]([C:12]2([C:25]([F:27])([F:26])[F:28])[O:16][N:15]=[C:14]([C:17]3[S:21][C:20]([CH:22]([OH:23])[CH3:1])=[C:19]([CH3:24])[CH:18]=3)[CH2:13]2)[CH:8]=[C:9]([Cl:11])[CH:10]=1, predict the reactants needed to synthesize it. The reactants are: [CH3:1][Mg]Br.[Cl:4][C:5]1[CH:6]=[C:7]([C:12]2([C:25]([F:28])([F:27])[F:26])[O:16][N:15]=[C:14]([C:17]3[S:21][C:20]([CH:22]=[O:23])=[C:19]([CH3:24])[CH:18]=3)[CH2:13]2)[CH:8]=[C:9]([Cl:11])[CH:10]=1. (8) Given the product [F:1][C:2]1[CH:3]=[C:4]([CH:31]=[CH:32][C:33]=1[F:34])[CH2:5][NH:6][C:7]([C:9]1[C:17]2[C:12](=[CH:13][C:14]([O:18][CH3:19])=[CH:15][CH:16]=2)[N:11]([CH2:20][C:21]2[CH:26]=[CH:25][CH:24]=[CH:23][N:22]=2)[C:10]=1[CH:27]=[O:28])=[O:8], predict the reactants needed to synthesize it. The reactants are: [F:1][C:2]1[CH:3]=[C:4]([CH:31]=[CH:32][C:33]=1[F:34])[CH2:5][NH:6][C:7]([C:9]1[C:17]2[C:12](=[CH:13][C:14]([O:18][CH3:19])=[CH:15][CH:16]=2)[N:11]([CH2:20][C:21]2[CH:26]=[CH:25][CH:24]=[CH:23][N:22]=2)[C:10]=1[C:27](OC)=[O:28])=[O:8].CC(C[AlH]CC(C)C)C. (9) The reactants are: [Br:1][C:2]1[CH:7]=[CH:6][C:5]([CH:8](Cl)[CH3:9])=[CH:4][CH:3]=1.[CH3:11][S:12]([N:15]1[CH2:20][CH2:19][NH:18][CH2:17][CH2:16]1)(=[O:14])=[O:13].C(N(C(C)C)CC)(C)C. Given the product [Br:1][C:2]1[CH:7]=[CH:6][C:5]([CH:8]([N:18]2[CH2:19][CH2:20][N:15]([S:12]([CH3:11])(=[O:14])=[O:13])[CH2:16][CH2:17]2)[CH3:9])=[CH:4][CH:3]=1, predict the reactants needed to synthesize it. (10) Given the product [F:29][C:30]1[CH:37]=[CH:36][C:33]([CH2:6][N:8]2[CH2:9][CH:10]3[NH:16][CH:14]([CH2:13][O:12][CH2:11]3)[CH2:15]2)=[CH:32][CH:31]=1, predict the reactants needed to synthesize it. The reactants are: C(O[C:6]([N:8]1[CH2:15][CH:14]2[N:16](C(OC(C)(C)C)=O)[CH:10]([CH2:11][O:12][CH2:13]2)[CH2:9]1)=O)(C)(C)C.C([O-])(O)=O.[Na+].[F:29][C:30]1[CH:37]=[CH:36][C:33](CCl)=[CH:32][CH:31]=1.